From a dataset of Reaction yield outcomes from USPTO patents with 853,638 reactions. Predict the reaction yield, written as a fraction of the theoretical maximum amount of product (1.0 means a 100% yield; for example, 0.34 means a 34% yield). (1) The reactants are C([O:8][C:9](=[O:39])[CH2:10][NH:11][C:12]1[CH:17]=[C:16]([C:18]2[N:22]=[C:21]([CH3:23])[O:20][N:19]=2)[CH:15]=[CH:14][C:13]=1[CH2:24][NH:25][C:26](=[O:38])[C:27]1[CH:32]=[C:31]([O:33][CH3:34])[C:30]([CH3:35])=[C:29]([O:36][CH3:37])[CH:28]=1)C1C=CC=CC=1.[Li+].[OH-].Cl. The catalyst is C1COCC1.CO. The product is [CH3:37][O:36][C:29]1[CH:28]=[C:27]([CH:32]=[C:31]([O:33][CH3:34])[C:30]=1[CH3:35])[C:26]([NH:25][CH2:24][C:13]1[CH:14]=[CH:15][C:16]([C:18]2[N:22]=[C:21]([CH3:23])[O:20][N:19]=2)=[CH:17][C:12]=1[NH:11][CH2:10][C:9]([OH:39])=[O:8])=[O:38]. The yield is 0.520. (2) The reactants are [NH2:1][C:2]([N:4]([CH2:17][C:18]([O:20]CC)=O)[C@@H:5]([C:13]([CH3:16])([CH3:15])[CH3:14])[C:6]([O:8][C:9]([CH3:12])([CH3:11])[CH3:10])=[O:7])=[O:3].C(N(CC)CC)C. The catalyst is CO. The product is [O:3]=[C:2]1[NH:1][C:18](=[O:20])[CH2:17][N:4]1[C@@H:5]([C:13]([CH3:16])([CH3:15])[CH3:14])[C:6]([O:8][C:9]([CH3:12])([CH3:11])[CH3:10])=[O:7]. The yield is 0.850. (3) The reactants are [CH3:1][O:2][C:3]1[C:12]([O:13][CH3:14])=[C:11]2[C:6]([C:7]([NH:15][C@@H:16]3[CH2:20][CH2:19][O:18][CH2:17]3)=[N:8][CH:9]=[N:10]2)=[CH:5][CH:4]=1.[H-].[Na+].I[CH2:24][CH2:25][CH3:26]. The catalyst is C1COCC1. The product is [CH3:1][O:2][C:3]1[C:12]([O:13][CH3:14])=[C:11]2[C:6]([C:7]([N:15]([CH2:24][CH2:25][CH3:26])[C@@H:16]3[CH2:20][CH2:19][O:18][CH2:17]3)=[N:8][CH:9]=[N:10]2)=[CH:5][CH:4]=1. The yield is 0.350. (4) The reactants are [Br:1][C:2]1[CH:3]=[C:4]([C:8]2[N:12](CCOC[Si](C)(C)C)[N:11]=[CH:10][C:9]=2[NH:21][C:22]([C:24]2[CH:25]=[N:26][N:27]3[CH:32]=[CH:31][CH:30]=[N:29][C:28]=23)=[O:23])[CH:5]=[CH:6][CH:7]=1.Cl. The catalyst is C(O)C.O. The product is [Br:1][C:2]1[CH:3]=[C:4]([C:8]2[NH:12][N:11]=[CH:10][C:9]=2[NH:21][C:22]([C:24]2[CH:25]=[N:26][N:27]3[CH:32]=[CH:31][CH:30]=[N:29][C:28]=23)=[O:23])[CH:5]=[CH:6][CH:7]=1. The yield is 0.580. (5) The reactants are [Cl:1][C:2]1[CH:34]=[CH:33][C:5]([CH2:6][N:7]2[C:12]([NH:13][C:14]3[CH:19]=[CH:18][C:17]([O:20][CH:21]([CH3:23])[CH3:22])=[C:16]([Cl:24])[CH:15]=3)=[N:11][C:10]([CH:25]=[CH:26][C:27]([O:29]CC)=[O:28])=[N:9][C:8]2=[O:32])=[CH:4][CH:3]=1.C1COCC1.CCO.O.[OH-].[Li+]. The catalyst is O. The product is [Cl:1][C:2]1[CH:3]=[CH:4][C:5]([CH2:6][N:7]2[C:12]([NH:13][C:14]3[CH:19]=[CH:18][C:17]([O:20][CH:21]([CH3:23])[CH3:22])=[C:16]([Cl:24])[CH:15]=3)=[N:11][C:10]([CH:25]=[CH:26][C:27]([OH:29])=[O:28])=[N:9][C:8]2=[O:32])=[CH:33][CH:34]=1. The yield is 0.570. (6) The reactants are [C:1]([C:5]1[CH:6]=[C:7]([N+:20]([O-])=O)[C:8]([O:18][CH3:19])=[C:9]([CH:11]([NH:16][CH3:17])[C:12]([F:15])([F:14])[F:13])[CH:10]=1)([CH3:4])([CH3:3])[CH3:2]. The catalyst is CO.[Pd]. The product is [C:1]([C:5]1[CH:10]=[C:9]([CH:11]([NH:16][CH3:17])[C:12]([F:15])([F:14])[F:13])[C:8]([O:18][CH3:19])=[C:7]([CH:6]=1)[NH2:20])([CH3:4])([CH3:2])[CH3:3]. The yield is 0.570.